Task: Predict the reactants needed to synthesize the given product.. Dataset: Full USPTO retrosynthesis dataset with 1.9M reactions from patents (1976-2016) (1) Given the product [C:4]([CH:3]([O:12][C:15](=[O:17])[CH3:16])[C:2]([F:13])([F:14])[F:1])(=[O:5])[C:6]1[CH:11]=[CH:10][CH:9]=[CH:8][CH:7]=1, predict the reactants needed to synthesize it. The reactants are: [F:1][C:2]([F:14])([F:13])[CH:3]([OH:12])[C:4]([C:6]1[CH:11]=[CH:10][CH:9]=[CH:8][CH:7]=1)=[O:5].[C:15](OC(=O)C)(=[O:17])[CH3:16]. (2) Given the product [CH:2]1([CH:3]([CH:23]2[CH2:28][CH2:27][CH2:26][CH2:25][CH2:24]2)[CH2:4][CH2:5][CH2:6][CH2:7][CH2:8][CH2:10][CH2:9][BH2:15])[CH2:33][CH2:29][CH2:30][CH2:31][CH2:1]1, predict the reactants needed to synthesize it. The reactants are: [CH2:1]=[CH:2][CH2:3][CH2:4][CH2:5][CH2:6][CH2:7][CH3:8].[CH:9]1([BH:15]C2CCCCC2)CCCC[CH2:10]1.N1[CH:27]=[CH:26][CH:25]=[CH:24][C:23]=1[CH3:28].[CH2:29]1[CH2:33]O[CH2:31][CH2:30]1.